This data is from Reaction yield outcomes from USPTO patents with 853,638 reactions. The task is: Predict the reaction yield, written as a fraction of the theoretical maximum amount of product (1.0 means a 100% yield; for example, 0.34 means a 34% yield). (1) The reactants are COC[O:4][C:5]1[CH:10]=[C:9]([O:11]COC)[CH:8]=[CH:7][C:6]=1[CH:15]1[CH2:20][CH2:19][CH2:18][CH:17]([C:21]([NH:23][CH2:24][CH3:25])=[O:22])[CH2:16]1. The catalyst is CO. The product is [OH:4][C:5]1[CH:10]=[C:9]([OH:11])[CH:8]=[CH:7][C:6]=1[CH:15]1[CH2:20][CH2:19][CH2:18][CH:17]([C:21]([NH:23][CH2:24][CH3:25])=[O:22])[CH2:16]1. The yield is 0.120. (2) The reactants are [I:1][C:2]1[C:10]2[C:5](=[CH:6][CH:7]=[C:8]([C:11]([OH:13])=O)[CH:9]=2)[NH:4][N:3]=1.[S:14]1[CH:18]=[CH:17][CH:16]=[C:15]1[C@H:19]([NH2:22])[CH2:20][CH3:21].CN(C(ON1N=NC2C=CC=CC1=2)=[N+](C)C)C.[B-](F)(F)(F)F.CCN(C(C)C)C(C)C. The catalyst is CN(C=O)C. The product is [I:1][C:2]1[C:10]2[C:5](=[CH:6][CH:7]=[C:8]([C:11]([NH:22][C@@H:19]([C:15]3[S:14][CH:18]=[CH:17][CH:16]=3)[CH2:20][CH3:21])=[O:13])[CH:9]=2)[NH:4][N:3]=1. The yield is 0.840. (3) The reactants are [CH3:1][N:2]1[CH2:7][CH2:6][N:5]([C:8]2[N:9]=[C:10]([CH2:17][C:18]([NH2:20])=[O:19])[C:11]3[CH:16]=[CH:15][S:14][C:12]=3[N:13]=2)[CH2:4][CH2:3]1.C[O:22][C:23](=O)[C:24]([C:26]1[C:27]2[CH:40]=[CH:39][S:38][C:28]=2[N:29](C(OC(C)(C)C)=O)[CH:30]=1)=O.O(C(C)(C)C)[K].O. The catalyst is C1COCC1. The product is [CH3:1][N:2]1[CH2:7][CH2:6][N:5]([C:8]2[N:9]=[C:10]([C:17]3[C:18](=[O:19])[NH:20][C:23](=[O:22])[C:24]=3[C:26]3[C:27]4[CH:40]=[CH:39][S:38][C:28]=4[NH:29][CH:30]=3)[C:11]3[CH:16]=[CH:15][S:14][C:12]=3[N:13]=2)[CH2:4][CH2:3]1. The yield is 0.140. (4) The reactants are [CH3:1][O:2][C:3]1[CH:4]=[C:5]2[C:10](=[CH:11][CH:12]=1)[CH:9]([CH2:13][C:14]1[CH:19]=[CH:18][C:17](O)=[CH:16][CH:15]=1)[N:8]([CH:21]([CH3:23])[CH3:22])[CH2:7][CH2:6]2.Cl.ClCC[N:28]1[CH2:33][CH2:32][CH2:31][CH2:30][CH2:29]1.[C:34](=[O:37])([O-])[O-].[K+].[K+].O.[CH3:41]N(C)C=O. No catalyst specified. The product is [CH3:1][O:2][C:3]1[CH:4]=[C:5]2[C:10](=[CH:11][CH:12]=1)[CH:9]([CH2:13][C:14]1[CH:15]=[CH:16][C:17]([O:37][CH2:34][CH2:41][CH:33]3[CH2:32][CH2:31][CH2:30][CH2:29][NH:28]3)=[CH:18][CH:19]=1)[N:8]([CH:21]([CH3:22])[CH3:23])[CH2:7][CH2:6]2. The yield is 0.700.